From a dataset of Catalyst prediction with 721,799 reactions and 888 catalyst types from USPTO. Predict which catalyst facilitates the given reaction. (1) Reactant: [N+:1]([C:4]1[CH:21]=[CH:20][C:7]([CH2:8][C:9]2O[C:13](=O)[C:12]3[CH:16]=[CH:17][CH:18]=[CH:19][C:11]=3[N:10]=2)=[CH:6][CH:5]=1)([O-:3])=[O:2].C(=O)(O)O.[NH2:26][NH:27][C:28]([NH2:30])=[NH:29]. Product: [N+:1]([C:4]1[CH:21]=[CH:20][C:7]([CH2:8][C:9]2[N:26]3[N:27]=[C:28]([NH2:30])[N:29]=[C:13]3[C:12]3[CH:16]=[CH:17][CH:18]=[CH:19][C:11]=3[N:10]=2)=[CH:6][CH:5]=1)([O-:3])=[O:2]. The catalyst class is: 300. (2) Reactant: [Cl:1][C:2]1[N:3]=[C:4]([NH:20][C:21]2[CH:26]=[C:25]([CH3:27])[CH:24]=[CH:23][N:22]=2)[C:5]2[N:10]([CH2:11][CH2:12][O:13][CH2:14][CH3:15])[N:9]=[C:8]([C:16]([O:18]C)=[O:17])[C:6]=2[N:7]=1.[OH-].[Na+]. Product: [Cl:1][C:2]1[N:3]=[C:4]([NH:20][C:21]2[CH:26]=[C:25]([CH3:27])[CH:24]=[CH:23][N:22]=2)[C:5]2[N:10]([CH2:11][CH2:12][O:13][CH2:14][CH3:15])[N:9]=[C:8]([C:16]([OH:18])=[O:17])[C:6]=2[N:7]=1. The catalyst class is: 12. (3) Reactant: [CH3:1][C:2]1([CH3:21])[C:14]2[CH:13]=[C:12]([C:15]3[CH:20]=[CH:19][CH:18]=[CH:17][CH:16]=3)[CH:11]=[CH:10][C:9]=2[C:8]2[C:3]1=[CH:4][CH:5]=[CH:6][CH:7]=2.[Br:22]Br.O. Product: [Br:22][C:5]1[CH:6]=[CH:7][C:8]2[C:9]3[C:14](=[CH:13][C:12]([C:15]4[CH:20]=[CH:19][CH:18]=[CH:17][CH:16]=4)=[CH:11][CH:10]=3)[C:2]([CH3:21])([CH3:1])[C:3]=2[CH:4]=1. The catalyst class is: 22. (4) Reactant: [CH:1]1([NH:7][C@H:8]2[CH2:12][CH2:11][N:10]([C:13]([O:15][C:16]([CH3:19])([CH3:18])[CH3:17])=[O:14])[CH2:9]2)[CH2:6][CH2:5][CH2:4][CH2:3][CH2:2]1.[CH3:20][S:21][C:22]1[CH:30]=[CH:29][CH:28]=[CH:27][C:23]=1[C:24](O)=[O:25].C(P1(=O)OP(=O)(CCC)OP(=O)(CCC)O1)CC.C(N(CC)CC)C. Product: [CH:1]1([N:7]([C:24](=[O:25])[C:23]2[CH:27]=[CH:28][CH:29]=[CH:30][C:22]=2[S:21][CH3:20])[C@H:8]2[CH2:12][CH2:11][N:10]([C:13]([O:15][C:16]([CH3:19])([CH3:18])[CH3:17])=[O:14])[CH2:9]2)[CH2:6][CH2:5][CH2:4][CH2:3][CH2:2]1. The catalyst class is: 11. (5) Reactant: [CH3:1][C:2]([CH3:16])([CH2:13][CH:14]=[CH2:15])[C:3]([O:5][CH2:6][C:7]1[CH:12]=[CH:11][CH:10]=[CH:9][CH:8]=1)=[O:4].B1C2CCCC1CCC2.C([O-])(=[O:28])C.[Na+].OO. Product: [OH:28][CH2:15][CH2:14][CH2:13][C:2]([CH3:16])([CH3:1])[C:3]([O:5][CH2:6][C:7]1[CH:12]=[CH:11][CH:10]=[CH:9][CH:8]=1)=[O:4]. The catalyst class is: 1. (6) Reactant: O.Cl[C:3]1[N:8]=[C:7]([N:9]2[CH2:14][CH2:13][N:12]([C:15]([C:17]3[CH:22]=[CH:21][CH:20]=[C:19]([C:23]4[CH:28]=[CH:27][C:26]([O:29][CH3:30])=[C:25]([O:31][CH3:32])[CH:24]=4)[N:18]=3)=[O:16])[CH2:11][CH2:10]2)[CH:6]=[CH:5][N:4]=1. Product: [CH3:32][O:31][C:25]1[CH:24]=[C:23]([C:19]2[N:18]=[C:17]([C:15]([N:12]3[CH2:13][CH2:14][N:9]([C:7]4[CH:6]=[CH:5][N:4]=[CH:3][N:8]=4)[CH2:10][CH2:11]3)=[O:16])[CH:22]=[CH:21][CH:20]=2)[CH:28]=[CH:27][C:26]=1[O:29][CH3:30]. The catalyst class is: 43.